This data is from Full USPTO retrosynthesis dataset with 1.9M reactions from patents (1976-2016). The task is: Predict the reactants needed to synthesize the given product. (1) Given the product [CH3:4][C:2]([C:5]1[CH:6]=[CH:7][C:8]2[N:9]=[C:13]([NH2:14])[S:12][C:10]=2[CH:11]=1)([CH3:1])[CH3:3], predict the reactants needed to synthesize it. The reactants are: [CH3:1][C:2]([C:5]1[CH:11]=[CH:10][C:8]([NH2:9])=[CH:7][CH:6]=1)([CH3:4])[CH3:3].[S-:12][C:13]#[N:14].[K+].BrBr.O. (2) Given the product [CH2:2]([O:4][C:5]1[CH:10]=[C:9]([N+:11]([O-:13])=[O:12])[CH:8]=[CH:7][C:6]=1[C:14]1[CH2:19][CH2:18][N:17]([CH:20]([CH3:21])[CH3:22])[CH2:16][CH:15]=1)[CH3:3], predict the reactants needed to synthesize it. The reactants are: [I-].[CH2:2]([O:4][C:5]1[CH:10]=[C:9]([N+:11]([O-:13])=[O:12])[CH:8]=[CH:7][C:6]=1[C:14]1[CH:19]=[CH:18][N+:17]([CH:20]([CH3:22])[CH3:21])=[CH:16][CH:15]=1)[CH3:3].[BH4-].[Na+].CC(C)=O.